Regression. Given a peptide amino acid sequence and an MHC pseudo amino acid sequence, predict their binding affinity value. This is MHC class II binding data. From a dataset of Peptide-MHC class II binding affinity with 134,281 pairs from IEDB. (1) The peptide sequence is DALTLRTATNIWIDH. The MHC is HLA-DPA10103-DPB10401 with pseudo-sequence HLA-DPA10103-DPB10401. The binding affinity (normalized) is 0.206. (2) The peptide sequence is INAIFEENEVDISVV. The MHC is DRB5_0101 with pseudo-sequence DRB5_0101. The binding affinity (normalized) is 0.479. (3) The peptide sequence is YEAQILNYSKAKSSLES. The MHC is DRB1_0701 with pseudo-sequence DRB1_0701. The binding affinity (normalized) is 0.787. (4) The MHC is DRB1_0401 with pseudo-sequence DRB1_0401. The peptide sequence is ASAAIFGHDGTVWAQ. The binding affinity (normalized) is 0.836. (5) The peptide sequence is KFQADSPKRLATAIA. The MHC is DRB1_1101 with pseudo-sequence DRB1_1101. The binding affinity (normalized) is 0.208. (6) The peptide sequence is AWASACGGTGKNTIV. The MHC is DRB3_0202 with pseudo-sequence DRB3_0202. The binding affinity (normalized) is 0. (7) The peptide sequence is INLIIHYVDRPGALG. The MHC is HLA-DQA10301-DQB10302 with pseudo-sequence HLA-DQA10301-DQB10302. The binding affinity (normalized) is 0.0705.